Dataset: CYP1A2 inhibition data for predicting drug metabolism from PubChem BioAssay. Task: Regression/Classification. Given a drug SMILES string, predict its absorption, distribution, metabolism, or excretion properties. Task type varies by dataset: regression for continuous measurements (e.g., permeability, clearance, half-life) or binary classification for categorical outcomes (e.g., BBB penetration, CYP inhibition). Dataset: cyp1a2_veith. (1) The drug is C[C@@](O)(CNS(=O)(=O)c1ccccc1)c1ccccc1. The result is 0 (non-inhibitor). (2) The compound is CNC(=O)[C@@H]1C[C@H]1[C@@H](NP(=O)(c1ccccc1)c1ccccc1)c1ccccc1. The result is 0 (non-inhibitor). (3) The drug is CNC(=S)Nc1ccc2nc(C)c(C)nc2c1. The result is 1 (inhibitor).